The task is: Binary Classification. Given a T-cell receptor sequence (or CDR3 region) and an epitope sequence, predict whether binding occurs between them.. This data is from TCR-epitope binding with 47,182 pairs between 192 epitopes and 23,139 TCRs. (1) The epitope is GVAMPNLYK. The TCR CDR3 sequence is CASSLQQAGEQFF. Result: 1 (the TCR binds to the epitope). (2) The epitope is LLLGIGILV. The TCR CDR3 sequence is CASSTGQVDTGELFF. Result: 1 (the TCR binds to the epitope). (3) The epitope is FLNGSCGSV. The TCR CDR3 sequence is CASSHRDGGNSPLHF. Result: 1 (the TCR binds to the epitope). (4) The epitope is LPRRSGAAGA. The TCR CDR3 sequence is CAWSLTSGRGHEQFF. Result: 1 (the TCR binds to the epitope). (5) The epitope is SSNVANYQK. The TCR CDR3 sequence is CASSQVQGAVGELFF. Result: 0 (the TCR does not bind to the epitope). (6) The epitope is KRWIILGLNK. The TCR CDR3 sequence is CASSLGLGEREGLDTQYF. Result: 0 (the TCR does not bind to the epitope). (7) The epitope is KLPDDFTGCV. The TCR CDR3 sequence is CSVAGLAETGILKSEQYF. Result: 0 (the TCR does not bind to the epitope).